Dataset: Full USPTO retrosynthesis dataset with 1.9M reactions from patents (1976-2016). Task: Predict the reactants needed to synthesize the given product. Given the product [C:1]([O:5][C:6]([NH:8][CH2:12][CH2:11][C:10]([CH3:14])([CH3:13])[C:9]([OH:15])=[O:19])=[O:7])([CH3:4])([CH3:3])[CH3:2], predict the reactants needed to synthesize it. The reactants are: [C:1]([O:5][C:6]([N:8]1[CH2:12][CH2:11][C:10]([CH3:14])([CH3:13])[C:9]1=[O:15])=[O:7])([CH3:4])([CH3:3])[CH3:2].C1C[O:19]CC1.C(O)C.[OH-].[Na+].